Task: Predict the product of the given reaction.. Dataset: Forward reaction prediction with 1.9M reactions from USPTO patents (1976-2016) (1) The product is: [C:23]([O:22][C:21](=[O:27])[NH:20][C:12]1([C:7]2[CH:6]=[CH:5][C:4]3[C:9](=[CH:10][CH:11]=[C:2]([O:1][C@H:39]4[CH2:38][C@H:37]([CH2:36][O:35][CH2:28][C:29]5[CH:30]=[CH:31][CH:32]=[CH:33][CH:34]=5)[CH2:40]4)[CH:3]=3)[CH:8]=2)[CH2:17][O:16][C:15]([CH3:19])([CH3:18])[O:14][CH2:13]1)([CH3:26])([CH3:25])[CH3:24]. Given the reactants [OH:1][C:2]1[CH:3]=[C:4]2[C:9](=[CH:10][CH:11]=1)[CH:8]=[C:7]([C:12]1([NH:20][C:21](=[O:27])[O:22][C:23]([CH3:26])([CH3:25])[CH3:24])[CH2:17][O:16][C:15]([CH3:19])([CH3:18])[O:14][CH2:13]1)[CH:6]=[CH:5]2.[CH2:28]([O:35][CH2:36][C@@H:37]1[CH2:40][C@H:39](O)[CH2:38]1)[C:29]1[CH:34]=[CH:33][CH:32]=[CH:31][CH:30]=1.C1(P(C2C=CC=CC=2)C2C=CC=CC=2)C=CC=CC=1.N(C(OC(C)C)=O)=NC(OC(C)C)=O, predict the reaction product. (2) The product is: [Br-:8].[CH3:11][P+:12]([CH3:14])([CH3:13])[CH2:7][C:6]1[CH:9]=[CH:10][C:3]([CH:1]=[CH2:2])=[CH:4][CH:5]=1. Given the reactants [CH:1]([C:3]1[CH:10]=[CH:9][C:6]([CH2:7][Br:8])=[CH:5][CH:4]=1)=[CH2:2].[CH3:11][P:12]([CH3:14])[CH3:13], predict the reaction product.